Dataset: Forward reaction prediction with 1.9M reactions from USPTO patents (1976-2016). Task: Predict the product of the given reaction. (1) Given the reactants [H-].[Al+3].[Li+].[H-].[H-].[H-].C([CH:9]([CH:13]1[CH2:18][N:17]([CH2:19][C:20]2[CH:25]=[CH:24][CH:23]=[CH:22][CH:21]=2)[CH2:16][CH2:15][NH:14]1)[C:10]([O-])=[O:11])C.[OH-].[Na+].S([O-])([O-])(=O)=O.[Na+].[Na+], predict the reaction product. The product is: [CH2:19]([N:17]1[CH2:16][CH2:15][NH:14][CH:13]([CH2:9][CH2:10][OH:11])[CH2:18]1)[C:20]1[CH:21]=[CH:22][CH:23]=[CH:24][CH:25]=1. (2) Given the reactants O1[CH2:5][CH:4]=[CH:3][C:2]1=[O:6].[CH:7]([N-]C(C)C)([CH3:9])[CH3:8].[Li+].[C:15]([O:19][C:20](=[O:47])[NH:21][CH:22](S(C1C=CC=CC=1)(=O)=O)[CH2:23][C:24]1[CH:29]=[CH:28][C:27](OCC2C=CC=CC=2)=[CH:26][CH:25]=1)([CH3:18])([CH3:17])[CH3:16].[C:48](=[O:51])([OH:50])[O-].[CH2:52]1[CH2:56]OC[CH2:53]1, predict the reaction product. The product is: [C:15]([O:19][C:20](=[O:47])[NH:21][C@H:22]([C@@H:56]1[CH:52]=[CH:53][C:48](=[O:51])[O:50]1)[CH2:23][C:24]1[CH:25]=[CH:26][CH:27]=[C:28]([O:6][CH2:2][C:3]2[CH:4]=[CH:5][CH:9]=[CH:7][CH:8]=2)[CH:29]=1)([CH3:16])([CH3:17])[CH3:18]. (3) Given the reactants [N+:1]([C:4]1[CH:5]=[C:6]([CH:24]=[CH:25][CH:26]=1)[CH2:7][O:8][C:9]1[CH:14]=[CH:13][C:12]([C@H:15]2[N:23]3[C@@H:18]([CH2:19][CH2:20][CH2:21][CH2:22]3)[CH2:17][CH2:16]2)=[CH:11][CH:10]=1)([O-])=O.O.O.[Sn](Cl)Cl, predict the reaction product. The product is: [NH2:1][C:4]1[CH:5]=[C:6]([CH:24]=[CH:25][CH:26]=1)[CH2:7][O:8][C:9]1[CH:14]=[CH:13][C:12]([C@H:15]2[N:23]3[C@@H:18]([CH2:19][CH2:20][CH2:21][CH2:22]3)[CH2:17][CH2:16]2)=[CH:11][CH:10]=1. (4) Given the reactants [C:1]([O:5][C:6]([N:8]1[CH2:13][CH2:12][CH:11]([C:14]2[C:19](Cl)=[N:18][CH:17]=[CH:16][N:15]=2)[CH2:10][CH2:9]1)=[O:7])([CH3:4])([CH3:3])[CH3:2].C[C:22]1[CH:23]=[C:24](B(O)O)[CH:25]=[CH:26][CH:27]=1.C([O-])([O-])=O.[Na+].[Na+].O, predict the reaction product. The product is: [C:1]([O:5][C:6]([N:8]1[CH2:13][CH2:12][CH:11]([C:14]2[C:19]([C:22]3[CH:23]=[CH:24][CH:25]=[CH:26][CH:27]=3)=[N:18][CH:17]=[CH:16][N:15]=2)[CH2:10][CH2:9]1)=[O:7])([CH3:4])([CH3:3])[CH3:2]. (5) Given the reactants O1[C:5]2([CH2:10][CH2:9][CH:8]([N:11]3[C:16](=[O:17])[C:15]([CH:18]([C:20]4[CH:25]=[CH:24][C:23]([C:26]5[C:27]([C:32]#[N:33])=[CH:28][CH:29]=[CH:30][CH:31]=5)=[CH:22][CH:21]=4)[CH3:19])=[C:14]([CH2:34][CH2:35][CH3:36])[N:13]4[N:37]=[CH:38][CH:39]=[C:12]34)[CH2:7][CH2:6]2)[O:4]CC1.Cl.[OH-].[Na+], predict the reaction product. The product is: [OH:4][C@H:5]1[CH2:6][CH2:7][C@H:8]([N:11]2[C:16](=[O:17])[C:15]([CH:18]([C:20]3[CH:25]=[CH:24][C:23]([C:26]4[C:27]([C:32]#[N:33])=[CH:28][CH:29]=[CH:30][CH:31]=4)=[CH:22][CH:21]=3)[CH3:19])=[C:14]([CH2:34][CH2:35][CH3:36])[N:13]3[N:37]=[CH:38][CH:39]=[C:12]23)[CH2:9][CH2:10]1. (6) Given the reactants Br[C:2]1[CH:7]=[C:6]([CH3:8])[C:5]([CH:9]([C:19]2[CH:24]=[C:23]([F:25])[CH:22]=[CH:21][C:20]=2[F:26])[S:10][C:11]2[CH:16]=[CH:15][C:14]([O:17][CH3:18])=[CH:13][CH:12]=2)=[CH:4][N:3]=1.CCCCCC.C([Li])CCC.CN(C)[CH:40]=[O:41], predict the reaction product. The product is: [F:26][C:20]1[CH:21]=[CH:22][C:23]([F:25])=[CH:24][C:19]=1[CH:9]([S:10][C:11]1[CH:16]=[CH:15][C:14]([O:17][CH3:18])=[CH:13][CH:12]=1)[C:5]1[C:6]([CH3:8])=[CH:7][C:2]([CH:40]=[O:41])=[N:3][CH:4]=1. (7) Given the reactants [N:1]1[CH:6]=[CH:5][CH:4]=[CH:3][C:2]=1[CH:7]=O.[CH3:9][O:10][C:11]1[CH:19]=[CH:18][CH:17]=[CH:16][C:12]=1[C@H:13]([NH2:15])[CH3:14], predict the reaction product. The product is: [CH3:9][O:10][C:11]1[CH:19]=[CH:18][CH:17]=[CH:16][C:12]=1[C@H:13]([NH:15][CH2:7][C:2]1[CH:3]=[CH:4][CH:5]=[CH:6][N:1]=1)[CH3:14].